This data is from Retrosynthesis with 50K atom-mapped reactions and 10 reaction types from USPTO. The task is: Predict the reactants needed to synthesize the given product. (1) The reactants are: CCCCN.O=C(O)[C@@H]1Cc2ccccc2N1C(=O)OCc1ccccc1. Given the product CCCCNC(=O)[C@@H]1Cc2ccccc2N1C(=O)OCc1ccccc1, predict the reactants needed to synthesize it. (2) Given the product CC(C)(C)OC(=O)N1CCCN(CCCOc2ccc(-c3nnc(CSCCOc4ccccc4)o3)cc2)CC1, predict the reactants needed to synthesize it. The reactants are: CC(C)(C)OC(=O)N1CCCN(CCCCl)CC1.Oc1ccc(-c2nnc(CSCCOc3ccccc3)o2)cc1. (3) Given the product COC(OC)c1cc(C)cc(CC#N)c1, predict the reactants needed to synthesize it. The reactants are: COC(OC)c1cc(C)cc(CBr)c1.[C-]#N. (4) Given the product COc1ccc(COc2ccc(OCCN(CC(F)(F)F)c3ccc(C#N)c(C(F)(F)F)c3)cn2)cc1, predict the reactants needed to synthesize it. The reactants are: COc1ccc(COc2ccc(O)cn2)cc1.N#Cc1ccc(N(CCO)CC(F)(F)F)cc1C(F)(F)F. (5) Given the product CC(C)CCCCCCO, predict the reactants needed to synthesize it. The reactants are: CC(C)=CCCCCCO. (6) Given the product FC(F)(F)c1cccc(N2CCNCC2)c1Cl, predict the reactants needed to synthesize it. The reactants are: CC(C)(C)OC(=O)N1CCN(c2cccc(C(F)(F)F)c2Cl)CC1. (7) Given the product O=C1[C@@H](NC(=O)C(F)(F)F)CCN1CCc1ccc([N+](=O)[O-])cc1, predict the reactants needed to synthesize it. The reactants are: N[C@H]1CCN(CCc2ccc([N+](=O)[O-])cc2)C1=O.O=C(OC(=O)C(F)(F)F)C(F)(F)F.